From a dataset of Forward reaction prediction with 1.9M reactions from USPTO patents (1976-2016). Predict the product of the given reaction. (1) Given the reactants [CH2:1]([O:8][C:9]1[CH:14]=[CH:13][C:12]([CH2:15][CH:16]([O:20][CH2:21][CH3:22])[C:17]([OH:19])=O)=[CH:11][CH:10]=1)[C:2]1[CH:7]=[CH:6][CH:5]=[CH:4][CH:3]=1.Cl.[NH2:24][C@H:25]([C:28]1[CH:33]=[CH:32][CH:31]=[CH:30][CH:29]=1)[CH2:26][OH:27].OS(O)(=O)=O.[OH-].[Na+], predict the reaction product. The product is: [CH2:1]([O:8][C:9]1[CH:10]=[CH:11][C:12]([CH2:15][CH:16]([O:20][CH2:21][CH3:22])[C:17]([NH:24][C@H:25]([C:28]2[CH:33]=[CH:32][CH:31]=[CH:30][CH:29]=2)[CH2:26][OH:27])=[O:19])=[CH:13][CH:14]=1)[C:2]1[CH:3]=[CH:4][CH:5]=[CH:6][CH:7]=1. (2) Given the reactants Cl.[C:2]1([CH:8]2[CH2:13][CH2:12][NH:11][CH2:10][CH2:9]2)[CH:7]=[CH:6][CH:5]=[CH:4][CH:3]=1.Br[CH2:15][CH2:16][CH2:17][CH2:18][CH2:19][CH2:20][N:21]1[C:25](=[O:26])[C:24]2=[CH:27][CH:28]=[CH:29][CH:30]=[C:23]2[C:22]1=[O:31].C(N(CC)C(C)C)(C)C, predict the reaction product. The product is: [C:2]1([CH:8]2[CH2:9][CH2:10][N:11]([CH2:15][CH2:16][CH2:17][CH2:18][CH2:19][CH2:20][N:21]3[C:22](=[O:31])[C:23]4[C:24](=[CH:27][CH:28]=[CH:29][CH:30]=4)[C:25]3=[O:26])[CH2:12][CH2:13]2)[CH:7]=[CH:6][CH:5]=[CH:4][CH:3]=1. (3) Given the reactants O.C1(C)C=CC(S(O)(=O)=O)=CC=1.Br[C:14]1[C:19]([O:20][CH3:21])=[CH:18][C:17]([CH2:22][OH:23])=[CH:16][C:15]=1[O:24][CH3:25].O1C=CCCC1.[B:32](OC(C)C)([O:37]C(C)C)[O:33]C(C)C.Cl.[OH-].[Na+], predict the reaction product. The product is: [OH:23][CH2:22][C:17]1[CH:18]=[C:19]([O:20][CH3:21])[C:14]([B:32]([OH:37])[OH:33])=[C:15]([O:24][CH3:25])[CH:16]=1. (4) Given the reactants C[O:2][C:3](=[O:27])[CH2:4][C:5]1[CH:10]=[CH:9][C:8]([C:11]#[C:12][C:13]2[CH:14]=[C:15]3[C:20](=[CH:21][CH:22]=2)[O:19][C:18]([CH3:24])([CH3:23])[CH2:17][C:16]3([CH3:26])[CH3:25])=[CH:7][CH:6]=1.[OH-].[Na+], predict the reaction product. The product is: [CH3:23][C:18]1([CH3:24])[CH2:17][C:16]([CH3:25])([CH3:26])[C:15]2[C:20](=[CH:21][CH:22]=[C:13]([C:12]#[C:11][C:8]3[CH:7]=[CH:6][C:5]([CH2:4][C:3]([OH:27])=[O:2])=[CH:10][CH:9]=3)[CH:14]=2)[O:19]1. (5) Given the reactants CO[C:3]([C:5]1[CH:6]=[N:7][N:8]([CH3:14])[C:9]=1[C:10]([F:13])([F:12])[F:11])=[O:4].[CH3:15][O:16][P:17]([CH3:21])(=[O:20])[O:18][CH3:19], predict the reaction product. The product is: [CH3:15][O:16][P:17]([CH2:21][C:3]([C:5]1[CH:6]=[N:7][N:8]([CH3:14])[C:9]=1[C:10]([F:11])([F:12])[F:13])=[O:4])(=[O:20])[O:18][CH3:19]. (6) Given the reactants [Br:1][C:2]1[C:3]([F:14])=[CH:4][CH:5]=[C:6]2[C:11]=1[NH:10][C:9](=O)[C:8]([CH3:13])=[N:7]2.CC[N:17]([CH:21]([CH3:23])[CH3:22])C(C)C.C1(N)CC1, predict the reaction product. The product is: [Br:1][C:2]1[C:3]([F:14])=[CH:4][CH:5]=[C:6]2[C:11]=1[N:10]=[C:9]([NH:17][CH:21]1[CH2:23][CH2:22]1)[C:8]([CH3:13])=[N:7]2. (7) Given the reactants [Cl:1][C:2]1[N:3]=[C:4]([N:12]2[CH2:17][CH2:16][O:15][CH2:14][CH2:13]2)[C:5]2[S:10][C:9]([NH2:11])=[CH:8][C:6]=2[N:7]=1.[C:18](Cl)(=[O:21])[CH2:19][CH3:20], predict the reaction product. The product is: [Cl:1][C:2]1[N:3]=[C:4]([N:12]2[CH2:17][CH2:16][O:15][CH2:14][CH2:13]2)[C:5]2[S:10][C:9]([NH:11][C:18](=[O:21])[CH2:19][CH3:20])=[CH:8][C:6]=2[N:7]=1. (8) Given the reactants [F:1][C:2]1[CH:15]=[CH:14][CH:13]=[C:12]([F:16])[C:3]=1[C:4]([NH:6][C:7]1[CH:11]=[CH:10][NH:9][N:8]=1)=[O:5].C[Si]([N-][Si](C)(C)C)(C)C.[Li+].[C:27]1([CH2:33][O:34][C:35]2[CH:40]=[CH:39][C:38]([CH2:41]Br)=[C:37]([C:43]([F:46])([F:45])[F:44])[CH:36]=2)[CH:32]=[CH:31][CH:30]=[CH:29][CH:28]=1, predict the reaction product. The product is: [F:1][C:2]1[CH:15]=[CH:14][CH:13]=[C:12]([F:16])[C:3]=1[C:4]([NH:6][C:7]1[CH:11]=[CH:10][N:9]([CH2:41][C:38]2[CH:39]=[CH:40][C:35]([O:34][CH2:33][C:27]3[CH:32]=[CH:31][CH:30]=[CH:29][CH:28]=3)=[CH:36][C:37]=2[C:43]([F:44])([F:45])[F:46])[N:8]=1)=[O:5].